From a dataset of Full USPTO retrosynthesis dataset with 1.9M reactions from patents (1976-2016). Predict the reactants needed to synthesize the given product. (1) Given the product [ClH:36].[ClH:36].[ClH:36].[F:29][C:26]([F:27])([F:28])[C:23]1[CH:24]=[CH:25][C:20]([N:17]2[CH:18]=[CH:19][C:15]([CH2:14][N:11]3[CH2:10][CH2:9][CH:8]([NH2:7])[CH2:13][CH2:12]3)=[CH:16]2)=[N:21][CH:22]=1, predict the reactants needed to synthesize it. The reactants are: C(OC(=O)[NH:7][CH:8]1[CH2:13][CH2:12][N:11]([CH2:14][C:15]2[CH:19]=[CH:18][N:17]([C:20]3[CH:25]=[CH:24][C:23]([C:26]([F:29])([F:28])[F:27])=[CH:22][N:21]=3)[CH:16]=2)[CH2:10][CH2:9]1)(C)(C)C.C(OCC)C.[ClH:36]. (2) Given the product [ClH:1].[Cl:1][C:2]1[CH:3]=[CH:4][C:5]([C:8]2([CH2:14][NH:16][CH3:17])[CH2:13][CH2:12][CH2:11][CH2:10][CH2:9]2)=[CH:6][CH:7]=1, predict the reactants needed to synthesize it. The reactants are: [Cl:1][C:2]1[CH:7]=[CH:6][C:5]([C:8]2([C:14]([NH:16][CH3:17])=O)[CH2:13][CH2:12][CH2:11][CH2:10][CH2:9]2)=[CH:4][CH:3]=1.Cl. (3) The reactants are: [C:1](Cl)(=[O:8])[C:2]1[CH:7]=[CH:6][CH:5]=[CH:4][CH:3]=1.[NH:10]1[CH2:15][CH2:14][CH:13]([CH2:16][CH2:17][CH2:18][CH2:19][NH:20][C:21](=[O:30])[CH2:22][CH2:23][C:24]2[CH:25]=[N:26][CH:27]=[CH:28][CH:29]=2)[CH2:12][CH2:11]1.C(=O)([O-])[O-].[K+].[K+]. Given the product [C:1]([N:10]1[CH2:15][CH2:14][CH:13]([CH2:16][CH2:17][CH2:18][CH2:19][NH:20][C:21](=[O:30])[CH2:22][CH2:23][C:24]2[CH:25]=[N:26][CH:27]=[CH:28][CH:29]=2)[CH2:12][CH2:11]1)(=[O:8])[C:2]1[CH:7]=[CH:6][CH:5]=[CH:4][CH:3]=1, predict the reactants needed to synthesize it. (4) The reactants are: [Cl:1][C:2]1[CH:3]=[C:4]([NH:9][C:10]2[C:19]3[C:14](=[CH:15][C:16](F)=[C:17]([N+:20]([O-:22])=[O:21])[CH:18]=3)[N:13]=[CH:12][C:11]=2[C:24]#[N:25])[CH:5]=[CH:6][C:7]=1[F:8].[OH:26][C:27]1[CH:32]=[CH:31][N:30]=[CH:29][CH:28]=1. Given the product [Cl:1][C:2]1[CH:3]=[C:4]([NH:9][C:10]2[C:19]3[C:14](=[CH:15][C:16]([O:26][C:27]4[CH:32]=[CH:31][N:30]=[CH:29][CH:28]=4)=[C:17]([N+:20]([O-:22])=[O:21])[CH:18]=3)[N:13]=[CH:12][C:11]=2[C:24]#[N:25])[CH:5]=[CH:6][C:7]=1[F:8], predict the reactants needed to synthesize it. (5) Given the product [C:8]([OH:12])(=[O:9])[C:7]1[CH:10]=[CH:11][C:4]([C:1]([OH:3])=[O:2])=[CH:5][CH:6]=1, predict the reactants needed to synthesize it. The reactants are: [C:1]([C:4]1[CH:11]=[CH:10][C:7]([CH:8]=[O:9])=[CH:6][CH:5]=1)([OH:3])=[O:2].[O:12]=[O+][O-].